From a dataset of Forward reaction prediction with 1.9M reactions from USPTO patents (1976-2016). Predict the product of the given reaction. Given the reactants Cl.[CH3:2][C:3]1[C:8]([C:9]([OH:11])=O)=[CH:7][N:6]=[CH:5][CH:4]=1.C(OC([N:19]1[CH2:24][CH2:23][CH:22]([NH:25][C:26]2[CH:31]=[CH:30][C:29]([O:32][CH3:33])=[CH:28][CH:27]=2)[CH2:21][CH2:20]1)=O)(C)(C)C, predict the reaction product. The product is: [CH3:33][O:32][C:29]1[CH:30]=[CH:31][C:26]([N:25]([CH:22]2[CH2:23][CH2:24][NH:19][CH2:20][CH2:21]2)[C:9](=[O:11])[C:8]2[C:3]([CH3:2])=[CH:4][CH:5]=[N:6][CH:7]=2)=[CH:27][CH:28]=1.